This data is from Catalyst prediction with 721,799 reactions and 888 catalyst types from USPTO. The task is: Predict which catalyst facilitates the given reaction. (1) Reactant: [Cl:1][C:2]1[C:3]2[C:8]([N:9]=C3C=1C=CC=C3)=[CH:7][CH:6]=[CH:5][CH:4]=2.Cl.NC1C=C(C)C=C(N)C=1.CN1CCOCC1. Product: [ClH:1].[NH2:9][C:8]1[C:3]([CH3:2])=[CH:4][CH:5]=[CH:6][CH:7]=1. The catalyst class is: 147. (2) Reactant: [NH2:1][C:2]1[C:3]([C:8]([O:10][CH3:11])=[O:9])=[N:4][CH:5]=[CH:6][N:7]=1.[Br:12]N1C(=O)CCC1=O. Product: [NH2:1][C:2]1[C:3]([C:8]([O:10][CH3:11])=[O:9])=[N:4][C:5]([Br:12])=[CH:6][N:7]=1. The catalyst class is: 10.